Dataset: NCI-60 drug combinations with 297,098 pairs across 59 cell lines. Task: Regression. Given two drug SMILES strings and cell line genomic features, predict the synergy score measuring deviation from expected non-interaction effect. (1) Drug 1: CC1=C(C=C(C=C1)C(=O)NC2=CC(=CC(=C2)C(F)(F)F)N3C=C(N=C3)C)NC4=NC=CC(=N4)C5=CN=CC=C5. Drug 2: C1CN(P(=O)(OC1)NCCCl)CCCl. Cell line: UACC62. Synergy scores: CSS=3.30, Synergy_ZIP=-0.711, Synergy_Bliss=-0.370, Synergy_Loewe=-0.259, Synergy_HSA=-0.962. (2) Drug 2: C1CN(P(=O)(OC1)NCCCl)CCCl. Synergy scores: CSS=21.3, Synergy_ZIP=-2.25, Synergy_Bliss=-8.17, Synergy_Loewe=-30.0, Synergy_HSA=-8.65. Drug 1: CC1=C2C(C(=O)C3(C(CC4C(C3C(C(C2(C)C)(CC1OC(=O)C(C(C5=CC=CC=C5)NC(=O)C6=CC=CC=C6)O)O)OC(=O)C7=CC=CC=C7)(CO4)OC(=O)C)O)C)OC(=O)C. Cell line: HCC-2998. (3) Drug 1: CN(CCCl)CCCl.Cl. Drug 2: C(CC(=O)O)C(=O)CN.Cl. Cell line: ACHN. Synergy scores: CSS=52.6, Synergy_ZIP=-1.69, Synergy_Bliss=0.348, Synergy_Loewe=-15.4, Synergy_HSA=0.641. (4) Drug 1: CC1=C(C=C(C=C1)C(=O)NC2=CC(=CC(=C2)C(F)(F)F)N3C=C(N=C3)C)NC4=NC=CC(=N4)C5=CN=CC=C5. Drug 2: CC1=C(C(=CC=C1)Cl)NC(=O)C2=CN=C(S2)NC3=CC(=NC(=N3)C)N4CCN(CC4)CCO. Cell line: HOP-92. Synergy scores: CSS=-5.67, Synergy_ZIP=5.32, Synergy_Bliss=3.87, Synergy_Loewe=-7.07, Synergy_HSA=-5.41. (5) Drug 1: C1=CC(=CC=C1CCC2=CNC3=C2C(=O)NC(=N3)N)C(=O)NC(CCC(=O)O)C(=O)O. Drug 2: CC1CCC2CC(C(=CC=CC=CC(CC(C(=O)C(C(C(=CC(C(=O)CC(OC(=O)C3CCCCN3C(=O)C(=O)C1(O2)O)C(C)CC4CCC(C(C4)OC)OCCO)C)C)O)OC)C)C)C)OC. Cell line: HT29. Synergy scores: CSS=36.3, Synergy_ZIP=-0.946, Synergy_Bliss=0.521, Synergy_Loewe=1.74, Synergy_HSA=5.25. (6) Drug 1: CCN(CC)CCNC(=O)C1=C(NC(=C1C)C=C2C3=C(C=CC(=C3)F)NC2=O)C. Drug 2: C1C(C(OC1N2C=NC3=C2NC=NCC3O)CO)O. Cell line: EKVX. Synergy scores: CSS=1.39, Synergy_ZIP=-2.08, Synergy_Bliss=-1.40, Synergy_Loewe=-5.90, Synergy_HSA=-3.77. (7) Drug 1: CC(CN1CC(=O)NC(=O)C1)N2CC(=O)NC(=O)C2. Drug 2: CN1C2=C(C=C(C=C2)N(CCCl)CCCl)N=C1CCCC(=O)O.Cl. Cell line: NCI-H226. Synergy scores: CSS=9.93, Synergy_ZIP=-4.64, Synergy_Bliss=1.63, Synergy_Loewe=0.104, Synergy_HSA=2.15. (8) Drug 1: CN(CC1=CN=C2C(=N1)C(=NC(=N2)N)N)C3=CC=C(C=C3)C(=O)NC(CCC(=O)O)C(=O)O. Cell line: NCIH23. Synergy scores: CSS=60.9, Synergy_ZIP=1.72, Synergy_Bliss=2.75, Synergy_Loewe=-7.64, Synergy_HSA=3.41. Drug 2: CN1C(=O)N2C=NC(=C2N=N1)C(=O)N.